This data is from Acute oral toxicity (LD50) regression data from Zhu et al.. The task is: Regression/Classification. Given a drug SMILES string, predict its toxicity properties. Task type varies by dataset: regression for continuous values (e.g., LD50, hERG inhibition percentage) or binary classification for toxic/non-toxic outcomes (e.g., AMES mutagenicity, cardiotoxicity, hepatotoxicity). Dataset: ld50_zhu. (1) The drug is N#CSCSC#N. The rat oral LD50 is 3.37, given as -log10 of the dose in mol/kg body weight (higher means more acutely toxic). (2) The drug is CC=CCl. The rat oral LD50 is 1.59, given as -log10 of the dose in mol/kg body weight (higher means more acutely toxic).